Task: Predict the product of the given reaction.. Dataset: Forward reaction prediction with 1.9M reactions from USPTO patents (1976-2016) (1) Given the reactants Cl[C:2]1[N:7]=[CH:6][C:5]([NH:8][C:9]([CH:11]2[CH2:16][CH2:15][N:14]([C:17]([C:19]3[CH:24]=[CH:23][C:22]([C:25]([F:28])([F:27])[F:26])=[CH:21][CH:20]=3)=[O:18])[CH2:13][CH2:12]2)=[O:10])=[CH:4][CH:3]=1.[NH:29]1[CH2:34][CH2:33][O:32][CH2:31][CH2:30]1, predict the reaction product. The product is: [N:29]1([C:2]2[N:7]=[CH:6][C:5]([NH:8][C:9]([CH:11]3[CH2:16][CH2:15][N:14]([C:17]([C:19]4[CH:24]=[CH:23][C:22]([C:25]([F:28])([F:27])[F:26])=[CH:21][CH:20]=4)=[O:18])[CH2:13][CH2:12]3)=[O:10])=[CH:4][CH:3]=2)[CH2:34][CH2:33][O:32][CH2:31][CH2:30]1. (2) The product is: [N+:1]([C:4]1[CH:5]=[C:6]2[C:10](=[CH:11][CH:12]=1)[N:9]([C:20](=[O:22])[CH3:21])[N:8]=[CH:7]2)([O-:3])=[O:2]. Given the reactants [N+:1]([C:4]1[CH:5]=[C:6]2[C:10](=[CH:11][CH:12]=1)[NH:9][N:8]=[CH:7]2)([O-:3])=[O:2].C(N(CC)CC)C.[C:20](OC(=O)C)(=[O:22])[CH3:21].CCOC(C)=O, predict the reaction product. (3) Given the reactants ClC1C=CC(O)=CC=1C(F)(F)F.[Cl:13][C:14]1[CH:19]=[C:18]([Cl:20])[CH:17]=[CH:16][C:15]=1[OH:21].CS(OC1CCN(COC(=O)C2C=CC=CC=2)CC1)(=O)=O.CS(O[CH:48]1[CH2:53][CH2:52][N:51]([C:54]([O:56][C:57]([CH3:60])([CH3:59])[CH3:58])=[O:55])[CH2:50][CH2:49]1)(=O)=O, predict the reaction product. The product is: [Cl:13][C:14]1[CH:19]=[C:18]([Cl:20])[CH:17]=[CH:16][C:15]=1[O:21][CH:48]1[CH2:53][CH2:52][N:51]([C:54]([O:56][C:57]([CH3:60])([CH3:59])[CH3:58])=[O:55])[CH2:50][CH2:49]1. (4) The product is: [C:19]([C:16]1[CH:17]=[CH:18][C:13]([C:12]([NH:11][C:9]2[S:8][C:6]3[C:5]([N:10]=2)=[CH:4][CH:3]=[C:2]([C:32]2[CH:37]=[CH:36][N:35]=[CH:34][CH:33]=2)[N:7]=3)=[O:23])=[CH:14][CH:15]=1)([CH3:22])([CH3:21])[CH3:20]. Given the reactants Br[C:2]1[N:7]=[C:6]2[S:8][C:9]([NH:11][C:12](=[O:23])[C:13]3[CH:18]=[CH:17][C:16]([C:19]([CH3:22])([CH3:21])[CH3:20])=[CH:15][CH:14]=3)=[N:10][C:5]2=[CH:4][CH:3]=1.CC1(C)C(C)(C)OB([C:32]2[CH:37]=[CH:36][N:35]=[CH:34][CH:33]=2)O1.C([O-])([O-])=O.[Na+].[Na+].C([O-])(O)=O.[Na+], predict the reaction product.